From a dataset of Full USPTO retrosynthesis dataset with 1.9M reactions from patents (1976-2016). Predict the reactants needed to synthesize the given product. (1) Given the product [C:18]([C@H:19]1[CH2:22][CH2:21][C@H:20]2[C@@:23]3([CH:47]=[CH2:48])[C@H:32]([C@@H:33]([CH2:35][CH2:36][CH2:37][CH2:38][C:39]([C:40]([F:43])([F:42])[F:41])([O:44][Si:5]([CH3:6])([CH3:7])[CH3:8])[C:40]([F:41])([F:42])[F:43])[CH2:34][C@:18]12[CH2:17][O:16][SiH:9]([CH3:11])[CH3:10])[C:31]1[CH:30]=[CH:29][C:28]([O:45][CH3:46])=[CH:27][C:26]=1[CH2:25][CH2:24]3)([CH3:20])([CH3:19])[CH3:17], predict the reactants needed to synthesize it. The reactants are: FC([Si:5]([CH3:8])([CH3:7])[CH3:6])(F)F.[Si:9]([O:16][C@H:17]1[CH2:22][CH2:21][C@H:20]2[C@@:23]3([CH:47]=[CH2:48])[C@H:32]([C@@H:33]([CH2:35][CH2:36][CH2:37][CH2:38][C:39](=[O:44])[C:40]([F:43])([F:42])[F:41])[CH2:34][C@:18]12[CH3:19])[C:31]1[CH:30]=[CH:29][C:28]([O:45][CH3:46])=[CH:27][C:26]=1[CH2:25][CH2:24]3)(C(C)(C)C)([CH3:11])[CH3:10]. (2) Given the product [C:1]1([C:12]2[CH:13]=[CH:14][CH:15]=[CH:16][CH:17]=2)[CH:6]=[CH:5][C:4]([O:7][CH2:8][CH2:9][CH2:10][O:11][C:27]2[CH:28]=[C:23]([CH2:22][CH:21]([O:30][CH2:31][CH3:32])[C:20]([OH:33])=[O:19])[CH:24]=[CH:25][CH:26]=2)=[CH:3][CH:2]=1, predict the reactants needed to synthesize it. The reactants are: [C:1]1([C:12]2[CH:17]=[CH:16][CH:15]=[CH:14][CH:13]=2)[CH:6]=[CH:5][C:4]([O:7][CH2:8][CH2:9][CH2:10][OH:11])=[CH:3][CH:2]=1.C[O:19][C:20](=[O:33])[CH:21]([O:30][CH2:31][CH3:32])[CH2:22][C:23]1[CH:28]=[CH:27][CH:26]=[C:25](O)[CH:24]=1.C1(C2C=CC=CC=2)C=CC(OCCOC2C=CC(C[C@H](OC)C(O)=O)=CC=2)=CC=1. (3) Given the product [N:38]([CH2:37][CH2:36][O:35][CH2:34][CH2:33][O:32][CH2:31][CH2:30][O:29][CH2:28][CH2:27][O:26][C:18]1[CH:17]=[C:16]([CH:15]2[O:93][CH2:84][CH2:83][O:82]2)[CH:21]=[C:20]([O:22][CH3:23])[C:19]=1[O:24][CH3:25])=[N+:39]=[N-:40], predict the reactants needed to synthesize it. The reactants are: O1C2C=CC(C3C(=O)OC(O)(C4C=CC(OC)=CC=4)C=3[CH2:15][C:16]3[CH:21]=[C:20]([O:22][CH3:23])[C:19]([O:24][CH3:25])=[C:18]([O:26][CH2:27][CH2:28][O:29][CH2:30][CH2:31][O:32][CH2:33][CH2:34][O:35][CH2:36][CH2:37][N:38]=[N+:39]=[N-:40])[CH:17]=3)=CC=2OC1.CCCCCCCCCCN.C1(P(C2C=CC=CC=2)C2C=CC=CC=2)C=CC=CC=1.C[O:82][C:83]1C(OC)=CC(C=O)=C[C:84]=1[OH:93].N(CCOCCOCCOCCOC1C=C(C=C(OC)C=1OC)C=O)=[N+]=[N-].